This data is from Forward reaction prediction with 1.9M reactions from USPTO patents (1976-2016). The task is: Predict the product of the given reaction. (1) Given the reactants [NH2:1][C:2]1[C:7]([O:8][CH2:9][CH:10]2[CH2:15][CH2:14][N:13]([C:16]3[N:21]=[C:20](Cl)[N:19]=[C:18]([C:23]([NH:25][CH2:26][CH3:27])=[O:24])[CH:17]=3)[CH2:12][CH2:11]2)=[CH:6][C:5]([C:28]2[N:32]([CH3:33])[CH:31]=[N:30][CH:29]=2)=[CH:4][N:3]=1.[CH3:34][O:35][CH2:36][C@H:37]([OH:39])[CH3:38].C[Si]([N-][Si](C)(C)C)(C)C.[K+].O, predict the reaction product. The product is: [NH2:1][C:2]1[C:7]([O:8][CH2:9][CH:10]2[CH2:15][CH2:14][N:13]([C:16]3[N:21]=[C:20]([O:39][C@H:37]([CH3:38])[CH2:36][O:35][CH3:34])[N:19]=[C:18]([C:23]([NH:25][CH2:26][CH3:27])=[O:24])[CH:17]=3)[CH2:12][CH2:11]2)=[CH:6][C:5]([C:28]2[N:32]([CH3:33])[CH:31]=[N:30][CH:29]=2)=[CH:4][N:3]=1. (2) The product is: [CH:13]1([NH:16][C:17](=[O:35])[C:18]2[CH:23]=[CH:22][C:21]([CH3:24])=[C:20]([NH:25][C:26](=[O:34])[C:27]3[CH:28]=[CH:29][C:30]([O:8][CH2:7][C:3]4[N:2]=[N:1][CH:6]=[CH:5][CH:4]=4)=[CH:31][CH:32]=3)[CH:19]=2)[CH2:15][CH2:14]1. Given the reactants [N:1]1[CH:6]=[CH:5][CH:4]=[C:3]([CH2:7][OH:8])[N:2]=1.S(Cl)(Cl)=O.[CH:13]1([NH:16][C:17](=[O:35])[C:18]2[CH:23]=[CH:22][C:21]([CH3:24])=[C:20]([NH:25][C:26](=[O:34])[C:27]3[CH:32]=[CH:31][C:30](O)=[CH:29][CH:28]=3)[CH:19]=2)[CH2:15][CH2:14]1.C(=O)([O-])[O-].[Cs+].[Cs+], predict the reaction product. (3) The product is: [Cl:21][C:15]1[CH:16]=[C:17]([Cl:20])[CH:18]=[CH:19][C:14]=1[C:11]1[O:10][C:9]([S:8][CH2:7][CH2:6][CH2:5][CH2:4][C:3]([OH:22])=[O:2])=[N:13][N:12]=1. Given the reactants C[O:2][C:3](=[O:22])[CH2:4][CH2:5][CH2:6][CH2:7][S:8][C:9]1[O:10][C:11]([C:14]2[CH:19]=[CH:18][C:17]([Cl:20])=[CH:16][C:15]=2[Cl:21])=[N:12][N:13]=1.[OH-].[Na+], predict the reaction product. (4) Given the reactants [CH3:1][NH:2][CH3:3].[CH2:4]=O.[S:6]1[C:13]2[CH:12]=[C:11]([C:14]([O:16][CH3:17])=[O:15])[NH:10][C:9]=2[CH:8]=[CH:7]1.[OH-].[Na+], predict the reaction product. The product is: [CH3:1][N:2]([CH2:4][C:12]1[C:13]2[S:6][CH:7]=[CH:8][C:9]=2[NH:10][C:11]=1[C:14]([O:16][CH3:17])=[O:15])[CH3:3]. (5) The product is: [CH3:9][C:10]1[N:11]=[CH:12][N:13]([C:2]2[S:3][C:4]([CH:7]=[O:8])=[CH:5][N:6]=2)[CH:14]=1. Given the reactants Br[C:2]1[S:3][C:4]([CH:7]=[O:8])=[CH:5][N:6]=1.[CH3:9][C:10]1[N:11]=[CH:12][NH:13][CH:14]=1.C(=O)([O-])[O-].[K+].[K+], predict the reaction product.